This data is from Reaction yield outcomes from USPTO patents with 853,638 reactions. The task is: Predict the reaction yield, written as a fraction of the theoretical maximum amount of product (1.0 means a 100% yield; for example, 0.34 means a 34% yield). The reactants are [Br:1][C:2]1[CH:3]=[C:4]([CH:8]=[CH:9][CH:10]=1)[C:5](Cl)=[O:6].C(N(CC)C(C)C)(C)C.[CH3:20][O:21][CH2:22][CH2:23][O:24][C:25]1[CH:31]=[CH:30][C:28]([NH2:29])=[CH:27][C:26]=1[C:32]1[N:33]([CH3:37])[N:34]=[CH:35][CH:36]=1. The catalyst is CN(C=O)C. The product is [Br:1][C:2]1[CH:3]=[C:4]([CH:8]=[CH:9][CH:10]=1)[C:5]([NH:29][C:28]1[CH:30]=[CH:31][C:25]([O:24][CH2:23][CH2:22][O:21][CH3:20])=[C:26]([C:32]2[N:33]([CH3:37])[N:34]=[CH:35][CH:36]=2)[CH:27]=1)=[O:6]. The yield is 0.960.